This data is from Catalyst prediction with 721,799 reactions and 888 catalyst types from USPTO. The task is: Predict which catalyst facilitates the given reaction. Reactant: [OH:1][CH2:2][C:3]#[C:4][C:5]#[C:6][CH2:7][O:8][CH2:9][C:10]([O:12][C:13]([CH3:16])([CH3:15])[CH3:14])=[O:11].[C:17]1([CH3:27])[CH:22]=[CH:21][C:20]([S:23](Cl)(=[O:25])=[O:24])=[CH:19][CH:18]=1.[OH-].[K+]. Product: [CH3:27][C:17]1[CH:22]=[CH:21][C:20]([S:23]([O:1][CH2:2][C:3]#[C:4][C:5]#[C:6][CH2:7][O:8][CH2:9][C:10]([O:12][C:13]([CH3:16])([CH3:15])[CH3:14])=[O:11])(=[O:25])=[O:24])=[CH:19][CH:18]=1. The catalyst class is: 28.